This data is from Full USPTO retrosynthesis dataset with 1.9M reactions from patents (1976-2016). The task is: Predict the reactants needed to synthesize the given product. (1) The reactants are: [CH3:1][C@H:2]([O:10][C:11]1[CH:12]=[C:13]([CH:27]=[C:28]([OH:30])[CH:29]=1)[C:14]([NH:16][C:17]1[N:22]=[CH:21][C:20]([C:23]([O:25][CH3:26])=[O:24])=[CH:19][CH:18]=1)=[O:15])[CH2:3][C:4]1[CH:9]=[CH:8][CH:7]=[CH:6][CH:5]=1.[CH3:31][O:32][CH2:33][C@H:34](O)[CH3:35].C1(P(C2C=CC=CC=2)C2C=CC=CC=2)C=CC=CC=1.N(C(OC(C)(C)C)=O)=NC(OC(C)(C)C)=O. Given the product [CH3:1][C@H:2]([O:10][C:11]1[CH:12]=[C:13]([CH:27]=[C:28]([O:30][C@@H:34]([CH3:35])[CH2:33][O:32][CH3:31])[CH:29]=1)[C:14]([NH:16][C:17]1[N:22]=[CH:21][C:20]([C:23]([O:25][CH3:26])=[O:24])=[CH:19][CH:18]=1)=[O:15])[CH2:3][C:4]1[CH:5]=[CH:6][CH:7]=[CH:8][CH:9]=1, predict the reactants needed to synthesize it. (2) Given the product [F:1][C:2]1[CH:7]=[CH:6][CH:5]=[C:4]([F:8])[C:3]=1[CH2:9][C:10]([O:12][CH3:16])=[O:11], predict the reactants needed to synthesize it. The reactants are: [F:1][C:2]1[CH:7]=[CH:6][CH:5]=[C:4]([F:8])[C:3]=1[CH2:9][C:10]([OH:12])=[O:11].CO.[Si](C=[N+]=[N-])(C)(C)[CH3:16].CCOCC. (3) Given the product [Cl:15][C:16]1[CH:21]=[CH:20][CH:19]=[CH:18][C:17]=1[N:22]1[C:4]2[CH2:5][CH2:6][N:1]([N:9]3[CH2:14][CH2:13][CH2:12][CH2:11][CH2:10]3)[C:2](=[O:8])[C:3]=2[C:24]([CH3:25])=[CH:23]1, predict the reactants needed to synthesize it. The reactants are: [N:1]1([N:9]2[CH2:14][CH2:13][CH2:12][CH2:11][CH2:10]2)[CH2:6][CH2:5][C:4](=O)[CH2:3][C:2]1=[O:8].[Cl:15][C:16]1[CH:21]=[CH:20][CH:19]=[CH:18][C:17]=1[NH:22][CH2:23][C:24](=O)[CH3:25].CC1C=CC(S(O)(=O)=O)=CC=1. (4) Given the product [CH:7]([C:6]1[CH:9]=[C:2]([C:21]2[CH:22]=[CH:23][C:18]([C:16]#[N:17])=[CH:19][CH:20]=2)[CH:3]=[CH:4][C:5]=1[O:10][CH2:11][C:12]([F:15])([F:14])[F:13])=[O:8], predict the reactants needed to synthesize it. The reactants are: Br[C:2]1[CH:3]=[CH:4][C:5]([O:10][CH2:11][C:12]([F:15])([F:14])[F:13])=[C:6]([CH:9]=1)[CH:7]=[O:8].[C:16]([C:18]1[CH:23]=[CH:22][C:21](B(O)O)=[CH:20][CH:19]=1)#[N:17]. (5) Given the product [Cl:26][C:27]1[CH:35]=[CH:34][CH:33]=[CH:32][C:28]=1[C:29]([NH:22][C:19]1[CH:20]=[CH:21][C:16]([C:9]2[O:10][C:11]([C:12]([F:15])([F:13])[F:14])=[C:7]([C:4]3[CH:5]=[CH:6][N:1]=[CH:2][CH:3]=3)[N:8]=2)=[CH:17][CH:18]=1)=[O:30], predict the reactants needed to synthesize it. The reactants are: [N:1]1[CH:6]=[CH:5][C:4]([C:7]2[N:8]=[C:9]([C:16]3[CH:21]=[CH:20][C:19]([NH2:22])=[CH:18][CH:17]=3)[O:10][C:11]=2[C:12]([F:15])([F:14])[F:13])=[CH:3][CH:2]=1.ClCCl.[Cl:26][C:27]1[CH:35]=[CH:34][CH:33]=[CH:32][C:28]=1[C:29](Cl)=[O:30]. (6) Given the product [CH:25]1([C:22]2[CH:23]=[CH:24][C:19]([C@H:8]3[C@H:9]([OH:15])[C@@H:10]([OH:11])[C@H:5]([OH:4])[C@@H:6]([CH2:39][OH:40])[O:7]3)=[CH:20][C:21]=2[CH2:28][C:29]2[CH:38]=[CH:37][C:32]3[O:33][CH2:34][CH2:35][O:36][C:31]=3[CH:30]=2)[CH2:27][CH2:26]1, predict the reactants needed to synthesize it. The reactants are: C([O:4][C@H:5]1[C@H:10]([O:11]C(=O)C)[C@@H:9]([O:15]C(=O)C)[CH:8]([C:19]2[CH:24]=[CH:23][C:22]([CH:25]3[CH2:27][CH2:26]3)=[C:21]([CH2:28][C:29]3[CH:38]=[CH:37][C:32]4[O:33][CH2:34][CH2:35][O:36][C:31]=4[CH:30]=3)[CH:20]=2)[O:7][C@@H:6]1[CH2:39][O:40]C(=O)C)(=O)C.[OH-].[Li+]. (7) Given the product [ClH:15].[NH2:9][C@H:8]([CH2:7][C:6]1[N:2]([CH3:1])[CH:3]=[N:4][CH:5]=1)[C:10]([O:12][CH3:17])=[O:11], predict the reactants needed to synthesize it. The reactants are: [CH3:1][N:2]1[C:6]([CH2:7][C@H:8]([C:10]([OH:12])=[O:11])[NH2:9])=[CH:5][N:4]=[CH:3]1.S(Cl)([Cl:15])=O.[CH3:17]O. (8) Given the product [Br:1][C:2]1[C:3]([O:15][CH2:17][CH2:18][NH:19][C:20]([O:21][C:22]([CH3:25])([CH3:24])[CH3:23])=[O:26])=[C:4](/[CH:8]=[CH:9]/[C:10]([O:12][CH2:13][CH3:14])=[O:11])[CH:5]=[CH:6][CH:7]=1, predict the reactants needed to synthesize it. The reactants are: [Br:1][C:2]1[C:3]([OH:15])=[C:4](/[CH:8]=[CH:9]/[C:10]([O:12][CH2:13][CH3:14])=[O:11])[CH:5]=[CH:6][CH:7]=1.O[CH2:17][CH2:18][NH:19][C:20](=[O:26])[O:21][C:22]([CH3:25])([CH3:24])[CH3:23].C1(P(C2C=CC=CC=2)C2C=CC=CC=2)C=CC=CC=1.N(C(OC(C)C)=O)=NC(OC(C)C)=O. (9) Given the product [CH3:27][S:24]([OH:25])(=[O:26])=[O:68].[CH3:27][S:24]([OH:25])(=[O:26])=[O:68].[CH2:40]([N:44]1[C:48]2[CH:49]=[C:50]([C:53]3[N:57]([CH3:58])[CH:56]=[N:55][C:54]=3[C:59]3[CH:60]=[CH:61][C:62]([F:65])=[CH:63][CH:64]=3)[CH:51]=[CH:52][C:47]=2[N:46]=[C:45]1[NH2:66])[CH:41]([CH3:43])[CH3:42], predict the reactants needed to synthesize it. The reactants are: C(N1C2C=C(C=NC)C=CC=2N=C1N)C(C)C.C1(C)C=CC([S:24]([CH:27]([N+]#[C-])C2C=CC(F)=CC=2)(=[O:26])=[O:25])=CC=1.CN.[CH2:40]([N:44]1[C:48]2[CH:49]=[C:50]([C:53]3[N:57]([CH3:58])[CH:56]=[N:55][C:54]=3[C:59]3[CH:64]=[CH:63][C:62]([F:65])=[CH:61][CH:60]=3)[CH:51]=[CH:52][C:47]=2[N:46]=[C:45]1[NH2:66])[CH:41]([CH3:43])[CH3:42].C[OH:68]. (10) Given the product [Cl:1][C:2]1[N:3]=[C:4]([NH:27][C:25]([CH3:28])([CH3:26])[CH2:24][C:21]2[CH:22]=[CH:23][C:18]([O:17][CH3:16])=[CH:19][CH:20]=2)[C:5]2[CH2:10][N:9]([CH:11]([CH3:13])[CH3:12])[C:8](=[O:14])[C:6]=2[N:7]=1, predict the reactants needed to synthesize it. The reactants are: [Cl:1][C:2]1[N:3]=[C:4](Cl)[C:5]2[CH2:10][N:9]([CH:11]([CH3:13])[CH3:12])[C:8](=[O:14])[C:6]=2[N:7]=1.[CH3:16][O:17][C:18]1[CH:23]=[CH:22][C:21]([CH2:24][C:25]([CH3:28])([NH2:27])[CH3:26])=[CH:20][CH:19]=1.C(N(C(C)C)C(C)C)C.